The task is: Regression. Given a peptide amino acid sequence and an MHC pseudo amino acid sequence, predict their binding affinity value. This is MHC class II binding data.. This data is from Peptide-MHC class II binding affinity with 134,281 pairs from IEDB. (1) The peptide sequence is QVAQYKALPVVLENA. The MHC is HLA-DQA10401-DQB10402 with pseudo-sequence HLA-DQA10401-DQB10402. The binding affinity (normalized) is 0.645. (2) The peptide sequence is SSMHLIVQNAYKQMI. The MHC is DRB1_0802 with pseudo-sequence DRB1_0802. The binding affinity (normalized) is 0.0358. (3) The peptide sequence is QFKPEEITGIMKDFD. The MHC is HLA-DPA10201-DPB10501 with pseudo-sequence HLA-DPA10201-DPB10501. The binding affinity (normalized) is 0.0622. (4) The peptide sequence is EEDLNKLRDLNKEVD. The MHC is DRB1_1101 with pseudo-sequence DRB1_1101. The binding affinity (normalized) is 0.0618.